From a dataset of Merck oncology drug combination screen with 23,052 pairs across 39 cell lines. Regression. Given two drug SMILES strings and cell line genomic features, predict the synergy score measuring deviation from expected non-interaction effect. Drug 1: Cn1nnc2c(C(N)=O)ncn2c1=O. Drug 2: Cc1nc(Nc2ncc(C(=O)Nc3c(C)cccc3Cl)s2)cc(N2CCN(CCO)CC2)n1. Cell line: NCIH1650. Synergy scores: synergy=5.90.